From a dataset of Reaction yield outcomes from USPTO patents with 853,638 reactions. Predict the reaction yield, written as a fraction of the theoretical maximum amount of product (1.0 means a 100% yield; for example, 0.34 means a 34% yield). (1) The reactants are C(N(S(F)(F)[F:7])CC)C.O[CH2:11][CH2:12][CH2:13][S:14]([CH:17]([C:28]1[C:33]([F:34])=[CH:32][CH:31]=[C:30]([F:35])[C:29]=1[F:36])[C:18]1[C:19]([CH3:27])=[CH:20][C:21]([C:24]([NH2:26])=[O:25])=[N:22][CH:23]=1)(=[O:16])=[O:15]. The catalyst is ClCCl. The product is [F:7][CH2:11][CH2:12][CH2:13][S:14]([CH:17]([C:28]1[C:33]([F:34])=[CH:32][CH:31]=[C:30]([F:35])[C:29]=1[F:36])[C:18]1[C:19]([CH3:27])=[CH:20][C:21]([C:24]([NH2:26])=[O:25])=[N:22][CH:23]=1)(=[O:15])=[O:16]. The yield is 0.590. (2) The reactants are [Br:1][CH:2]([CH3:12])[C:3]([NH:5][C:6]([CH3:11])([CH3:10])[C:7]([OH:9])=[O:8])=O.C(N(CC)CC)C.ClC(OCC)=O. The catalyst is CC(C)=O. The product is [Br:1][CH:2]([C:3]1[O:8][C:7](=[O:9])[C:6]([CH3:11])([CH3:10])[N:5]=1)[CH3:12]. The yield is 0.750. (3) The reactants are [CH2:1]([N:3]1[C:14](=[O:15])[C:12]2[N:13]3[C:8](=[CH:9][C:10](=[O:18])[C:11]=2[O:16][CH3:17])[CH2:7][CH2:6][CH:5]3[CH2:4]1)[CH3:2].[Li+].C[Si]([N-][Si](C)(C)C)(C)C.C1(S(N2C(C3C=CC=CC=3)O2)(=O)=[O:36])C=CC=CC=1. The catalyst is C1COCC1. The product is [CH2:1]([N:3]1[C:14](=[O:15])[C:12]2[N:13]3[C:8](=[CH:9][C:10](=[O:18])[C:11]=2[O:16][CH3:17])[CH:7]([OH:36])[CH2:6][CH:5]3[CH2:4]1)[CH3:2]. The yield is 0.460. (4) The reactants are [N+:1]([C:4]1[CH:11]=[C:10]([C:12]([F:15])([F:14])[F:13])[CH:9]=[C:8]([N+]([O-])=O)[C:5]=1[C:6]#[N:7])([O-:3])=[O:2].[CH3:19][O-:20].[Na+]. The catalyst is CO. The product is [CH3:19][O:20][C:8]1[CH:9]=[C:10]([C:12]([F:15])([F:14])[F:13])[CH:11]=[C:4]([N+:1]([O-:3])=[O:2])[C:5]=1[C:6]#[N:7]. The yield is 0.790. (5) The reactants are [CH3:1][S:2]([N:5]1[CH2:10][CH2:9][N:8](C(OC(C)(C)C)=O)[CH2:7][CH2:6]1)(=[O:4])=[O:3].C(O)(C(F)(F)F)=O. The catalyst is C(Cl)Cl. The product is [CH3:1][S:2]([N:5]1[CH2:10][CH2:9][NH:8][CH2:7][CH2:6]1)(=[O:4])=[O:3]. The yield is 0.805. (6) The catalyst is [Pd](Cl)Cl.C1(P(C2C=CC=CC=2)C2C=CC=CC=2)C=CC=CC=1.C1(P(C2C=CC=CC=2)C2C=CC=CC=2)C=CC=CC=1. The product is [Br:1][C:2]1[CH:16]=[CH:15][C:5]2[C:6]3[N:7]([CH:11]=[C:12]([C:29]([NH2:27])=[O:30])[N:13]=3)[CH2:8][CH2:9][O:10][C:4]=2[CH:3]=1. The reactants are [Br:1][C:2]1[CH:16]=[CH:15][C:5]2[C:6]3[N:7]([CH:11]=[C:12](I)[N:13]=3)[CH2:8][CH2:9][O:10][C:4]=2[CH:3]=1.C[Si](C)(C)N[Si](C)(C)C.C[N:27]([CH:29]=[O:30])C. The yield is 0.620.